From a dataset of Full USPTO retrosynthesis dataset with 1.9M reactions from patents (1976-2016). Predict the reactants needed to synthesize the given product. (1) Given the product [F:14][C:15]([F:23])([F:24])[C:16]1[CH:17]=[C:18]([NH:19][C:2]([CH3:13])=[CH:3][C:4]([O:6][CH2:7][CH2:8][Si:9]([CH3:12])([CH3:11])[CH3:10])=[O:5])[CH:20]=[CH:21][CH:22]=1, predict the reactants needed to synthesize it. The reactants are: O=[C:2]([CH3:13])[CH2:3][C:4]([O:6][CH2:7][CH2:8][Si:9]([CH3:12])([CH3:11])[CH3:10])=[O:5].[F:14][C:15]([F:24])([F:23])[C:16]1[CH:17]=[C:18]([CH:20]=[CH:21][CH:22]=1)[NH2:19].C(O)(=O)C. (2) Given the product [OH:32][CH:33]([CH3:47])[CH2:34][CH2:35][N:4]1[C:5](=[O:30])[C:6]2[N:7]([CH2:23][C:24]3[CH:29]=[CH:28][CH:27]=[CH:26][N:25]=3)[C:8]([CH2:11][C:12]3[CH:17]=[CH:16][CH:15]=[C:14]([O:18][C:19]([F:22])([F:21])[F:20])[CH:13]=3)=[N:9][C:10]=2[N:2]([CH3:1])[C:3]1=[O:31], predict the reactants needed to synthesize it. The reactants are: [CH3:1][N:2]1[C:10]2[N:9]=[C:8]([CH2:11][C:12]3[CH:17]=[CH:16][CH:15]=[C:14]([O:18][C:19]([F:22])([F:21])[F:20])[CH:13]=3)[N:7]([CH2:23][C:24]3[CH:29]=[CH:28][CH:27]=[CH:26][N:25]=3)[C:6]=2[C:5](=[O:30])[NH:4][C:3]1=[O:31].[OH:32][CH:33]([CH3:47])[CH2:34][CH2:35]OS(C1C=CC(C)=CC=1)(=O)=O.C(=O)([O-])[O-].[K+].[K+]. (3) Given the product [CH3:1][O:2][C:3](=[O:14])[C:4]1[CH:9]=[CH:8][C:7]([CH2:10][CH:11]=[O:12])=[CH:6][CH:5]=1, predict the reactants needed to synthesize it. The reactants are: [CH3:1][O:2][C:3](=[O:14])[C:4]1[CH:9]=[CH:8][C:7]([CH:10]=[CH:11][O:12]C)=[CH:6][CH:5]=1.Cl. (4) Given the product [CH3:28][N:25]1[C:26]2[C:22](=[CH:21][CH:20]=[C:19]([O:18][C:14]3[C:12]4[CH2:13][NH:8][C:9](=[O:46])[NH:10][C:11]=4[N:17]=[CH:16][CH:15]=3)[CH:27]=2)[C:23]([NH:29][C:30]([C:32]2[C:33](=[O:45])[N:34]([C:38]3[CH:39]=[CH:40][C:41]([F:44])=[CH:42][CH:43]=3)[CH:35]=[CH:36][CH:37]=2)=[O:31])=[N:24]1, predict the reactants needed to synthesize it. The reactants are: COC1C=CC(C[N:8]2[CH2:13][C:12]3[C:14]([O:18][C:19]4[CH:27]=[C:26]5[C:22]([C:23]([NH:29][C:30]([C:32]6[C:33](=[O:45])[N:34]([C:38]7[CH:43]=[CH:42][C:41]([F:44])=[CH:40][CH:39]=7)[CH:35]=[CH:36][CH:37]=6)=[O:31])=[N:24][N:25]5[CH3:28])=[CH:21][CH:20]=4)=[CH:15][CH:16]=[N:17][C:11]=3[NH:10][C:9]2=[O:46])=CC=1.FC(F)(F)C(O)=O. (5) Given the product [CH3:13][O:14][C:15]1([C:32]([F:34])([F:35])[F:33])[CH2:16][CH:17]([C:19]2[O:23][N:22]=[C:21]([C:24]3[CH:25]=[CH:26][C:27]([CH3:31])=[C:28]([NH:29][C:10]([C:3]4[N:4]5[CH:9]=[CH:8][CH:7]=[CH:6][C:5]5=[N:1][CH:2]=4)=[O:12])[CH:30]=3)[N:20]=2)[CH2:18]1, predict the reactants needed to synthesize it. The reactants are: [N:1]1[CH:2]=[C:3]([C:10]([OH:12])=O)[N:4]2[CH:9]=[CH:8][CH:7]=[CH:6][C:5]=12.[CH3:13][O:14][C:15]1([C:32]([F:35])([F:34])[F:33])[CH2:18][CH:17]([C:19]2[O:23][N:22]=[C:21]([C:24]3[CH:25]=[CH:26][C:27]([CH3:31])=[C:28]([CH:30]=3)[NH2:29])[N:20]=2)[CH2:16]1.CCCP(=O)=O.